Dataset: HIV replication inhibition screening data with 41,000+ compounds from the AIDS Antiviral Screen. Task: Binary Classification. Given a drug SMILES string, predict its activity (active/inactive) in a high-throughput screening assay against a specified biological target. (1) The drug is O=S(O)c1cc(Cl)cc(Cl)c1O. The result is 0 (inactive). (2) The compound is Oc1ccc(-c2nc(-c3ccc4ccccc4n3)c(-c3ccc(F)cc3)[nH]2)cc1. The result is 0 (inactive). (3) The molecule is Cc1cc([N+](=O)[O-])ccc1N=NC(=O)NNc1ccc([N+](=O)[O-])cc1C. The result is 0 (inactive). (4) The drug is O=[N+]([O-])c1sc2ccc(Cl)cc2c1Nc1ccc(Cl)cc1. The result is 0 (inactive). (5) The compound is CSC1CC2C(CC1(C)SC)C2(C)C. The result is 0 (inactive).